This data is from Plasma protein binding rate (PPBR) regression data from AstraZeneca. The task is: Regression/Classification. Given a drug SMILES string, predict its absorption, distribution, metabolism, or excretion properties. Task type varies by dataset: regression for continuous measurements (e.g., permeability, clearance, half-life) or binary classification for categorical outcomes (e.g., BBB penetration, CYP inhibition). For this dataset (ppbr_az), we predict Y. (1) The molecule is Cc1cc(CCCOc2c(Cl)cc(C3=NCCO3)cc2Cl)on1. The Y is 99.7 %. (2) The compound is Cc1cn([C@H]2CCCN([C@H](CC(C)C)c3ccc(C(=O)O)c(Oc4cccc(Cl)c4)c3)C2)c(=O)[nH]c1=O. The Y is 97.3 %. (3) The molecule is CCCCc1nc2c(N)nc3ccccc3c2n1CC(C)C. The Y is 93.8 %. (4) The compound is CN(C)CCC1CCN(c2cc(C(=O)NC[C@H]3CC[C@H](CNC(=O)OCC(C)(C)C)CC3)c3ccccc3n2)CC1. The Y is 98.6 %. (5) The drug is O=C(O)COc1ccc(Cl)cc1CN1CCCN(S(=O)(=O)Cc2ccccc2)CC1. The Y is 84.3 %. (6) The compound is Cc1ccc(C(=O)c2ccc(CC(=O)O)n2C)cc1. The Y is 99.7 %. (7) The drug is COc1ccc(OC)c(CNc2n[nH]c3ccnc(Oc4ccccc4)c23)c1. The Y is 98.6 %.